Dataset: Full USPTO retrosynthesis dataset with 1.9M reactions from patents (1976-2016). Task: Predict the reactants needed to synthesize the given product. (1) Given the product [Cl:21][CH2:22][C:23]([N:4]1[C:5]2[C:10](=[CH:9][CH:8]=[C:7]([C:11]#[N:12])[CH:6]=2)[C:2]([CH3:13])([CH3:1])[CH2:3]1)=[O:24], predict the reactants needed to synthesize it. The reactants are: [CH3:1][C:2]1([CH3:13])[C:10]2[C:5](=[CH:6][C:7]([C:11]#[N:12])=[CH:8][CH:9]=2)[NH:4][CH2:3]1.C(N(CC)CC)C.[Cl:21][CH2:22][C:23](Cl)=[O:24]. (2) Given the product [Cl:1][C:2]1[N:7]=[C:6]([C:8]2[S:31][C:30]([NH:29][CH2:27][CH3:28])=[N:32][C:9]=2[C:11]2[CH:16]=[CH:15][CH:14]=[C:13]([O:17][CH2:18][C:19]3[CH:24]=[CH:23][C:22]([O:25][CH3:26])=[CH:21][CH:20]=3)[CH:12]=2)[CH:5]=[CH:4][N:3]=1, predict the reactants needed to synthesize it. The reactants are: [Cl:1][C:2]1[N:7]=[C:6]([CH2:8][C:9]([C:11]2[CH:16]=[CH:15][CH:14]=[C:13]([O:17][CH2:18][C:19]3[CH:24]=[CH:23][C:22]([O:25][CH3:26])=[CH:21][CH:20]=3)[CH:12]=2)=O)[CH:5]=[CH:4][N:3]=1.[CH2:27]([NH:29][C:30]([NH2:32])=[S:31])[CH3:28]. (3) The reactants are: [F:1][C:2]1[CH:3]=[CH:4][C:5]([NH:8][NH:9][C:10](=O)[CH:11]([CH3:13])[CH3:12])=[N:6][CH:7]=1.C1(P(C2C=CC=CC=2)C2C=CC=CC=2)C=CC=CC=1.C(N(CC)CC)C.ClC(Cl)(Cl)C(Cl)(Cl)Cl. Given the product [F:1][C:2]1[CH:3]=[CH:4][C:5]2[N:6]([C:10]([CH:11]([CH3:13])[CH3:12])=[N:9][N:8]=2)[CH:7]=1, predict the reactants needed to synthesize it. (4) Given the product [CH:1]1([O:6][CH2:7][CH2:8][O:9][C:10]2[CH:20]=[CH:19][C:13]([O:14][CH2:15][CH:16]([OH:17])[CH2:18][NH:22][CH2:23][CH2:24][NH:25][C:26]([NH:28][C:29]3[CH:34]=[CH:33][C:32]([F:35])=[C:31]([F:36])[CH:30]=3)=[O:27])=[CH:12][CH:11]=2)[CH2:5][CH2:4][CH2:3][CH2:2]1, predict the reactants needed to synthesize it. The reactants are: [CH:1]1([O:6][CH2:7][CH2:8][O:9][C:10]2[CH:20]=[CH:19][C:13]([O:14][CH2:15][CH:16]3[CH2:18][O:17]3)=[CH:12][CH:11]=2)[CH2:5][CH2:4][CH2:3][CH2:2]1.Cl.[NH2:22][CH2:23][CH2:24][NH:25][C:26]([NH:28][C:29]1[CH:34]=[CH:33][C:32]([F:35])=[C:31]([F:36])[CH:30]=1)=[O:27].C1(OCCOC2C=CC(OCC(O)CNCCNC(NC3C=CC=CC=3O)=O)=CC=2)CCCC1. (5) Given the product [Cl:1][C:2]1[CH:3]=[C:4]2[C:9](=[C:10]([Cl:12])[CH:11]=1)[CH2:8][N:7]([CH3:13])[CH2:6][CH:5]2[C:14]1[CH:19]=[CH:18][C:17]([NH:20][C:22](=[O:23])[O:24][C:25]2[CH:26]=[CH:27][C:28]([N+:31]([O-:33])=[O:32])=[CH:29][CH:30]=2)=[CH:16][CH:15]=1, predict the reactants needed to synthesize it. The reactants are: [Cl:1][C:2]1[CH:3]=[C:4]2[C:9](=[C:10]([Cl:12])[CH:11]=1)[CH2:8][N:7]([CH3:13])[CH2:6][CH:5]2[C:14]1[CH:19]=[CH:18][C:17]([NH2:20])=[CH:16][CH:15]=1.Cl[C:22]([O:24][C:25]1[CH:30]=[CH:29][C:28]([N+:31]([O-:33])=[O:32])=[CH:27][CH:26]=1)=[O:23]. (6) Given the product [CH2:38]([O:37][C:35]([N:32]1[CH2:33][CH2:34][CH:29]([CH:24]([C:25](=[O:28])[NH:26][OH:27])[CH2:23][S:20]([N:17]2[CH2:16][CH2:15][C:14]3[C:13]4[C:8](=[CH:9][CH:10]=[CH:11][CH:12]=4)[NH:7][C:19]=3[CH2:18]2)(=[O:22])=[O:21])[CH2:30][CH2:31]1)=[O:36])[C:39]1[CH:44]=[CH:43][CH:42]=[CH:41][CH:40]=1, predict the reactants needed to synthesize it. The reactants are: ClC(Cl)(Cl)COC([N:7]1[C:19]2[CH2:18][N:17]([S:20]([CH2:23][CH:24]([CH:29]3[CH2:34][CH2:33][N:32]([C:35]([O:37][CH2:38][C:39]4[CH:44]=[CH:43][CH:42]=[CH:41][CH:40]=4)=[O:36])[CH2:31][CH2:30]3)[C:25](=[O:28])[NH:26][OH:27])(=[O:22])=[O:21])[CH2:16][CH2:15][C:14]=2[C:13]2[C:8]1=[CH:9][CH:10]=[CH:11][CH:12]=2)=O.[OH-].[Na+]. (7) The reactants are: [F:1][C:2]1[CH:32]=[C:6]2[CH:7]=[CH:8][C:9]3=[N:10][NH:11][C:12]4[C:13](=[CH:14][N:15]([CH3:31])[CH2:16][C:17]=4[C:18]4[CH2:25][CH:24]5[N:26]([CH2:27][C:28]([OH:30])=[O:29])[CH:20]([CH2:21][CH2:22][CH2:23]5)[CH:19]=4)[C:4](=[C:5]23)[CH:3]=1.[CH3:33][NH:34][CH2:35][CH2:36][OH:37].F[P-](F)(F)(F)(F)F.CN(C(N(C)C)=[N+]1C2C(=NC=CC=2)[N+]([O-])=N1)C.C(N(CC)CC)C. Given the product [C:28]([O-:30])(=[O:29])[CH3:27].[NH4+:10].[F:1][C:2]1[CH:32]=[C:6]2[CH:7]=[CH:8][C:9]3=[N:10][NH:11][C:12]4[C:13](=[CH:14][N:15]([CH3:31])[CH2:16][C:17]=4[C:18]4[CH2:25][CH:24]5[N:26]([CH2:27][C:28]([N:34]([CH2:35][CH2:36][OH:37])[CH3:33])=[O:29])[CH:20]([CH2:21][CH2:22][CH2:23]5)[CH:19]=4)[C:4](=[C:5]23)[CH:3]=1, predict the reactants needed to synthesize it. (8) The reactants are: Cl[C:2]1[C:7]([Cl:8])=[CH:6][CH:5]=[CH:4][N:3]=1.[Cl:9][C:10]1[CH:14]=[CH:13][NH:12][N:11]=1.C(=O)([O-])[O-].[K+].[K+]. Given the product [Cl:8][C:7]1[C:2]([N:12]2[CH:13]=[CH:14][C:10]([Cl:9])=[N:11]2)=[N:3][CH:4]=[CH:5][CH:6]=1, predict the reactants needed to synthesize it.